Dataset: Forward reaction prediction with 1.9M reactions from USPTO patents (1976-2016). Task: Predict the product of the given reaction. (1) Given the reactants [N:1]1([C:7]2[CH:12]=[CH:11][C:10]([NH2:13])=[CH:9][CH:8]=2)[CH2:6][CH2:5][O:4][CH2:3][CH2:2]1.[C:14]([O:18][C:19]([N:21]1[CH2:26][CH2:25][N:24]([C:27]2[CH:28]=[C:29]([O:40][CH3:41])[CH:30]=[C:31]3[C:36]=2[O:35][CH:34]([C:37](O)=[O:38])[CH2:33][CH2:32]3)[CH2:23][CH2:22]1)=[O:20])([CH3:17])([CH3:16])[CH3:15].C1CN([P+](ON2N=NC3C=CC=NC2=3)(N2CCCC2)N2CCCC2)CC1.F[P-](F)(F)(F)(F)F.CN(C(ON1N=NC2C=CC=CC1=2)=[N+](C)C)C.[B-](F)(F)(F)F, predict the reaction product. The product is: [C:14]([O:18][C:19]([N:21]1[CH2:26][CH2:25][N:24]([C:27]2[CH:28]=[C:29]([O:40][CH3:41])[CH:30]=[C:31]3[C:36]=2[O:35][CH:34]([C:37](=[O:38])[NH:13][C:10]2[CH:9]=[CH:8][C:7]([N:1]4[CH2:2][CH2:3][O:4][CH2:5][CH2:6]4)=[CH:12][CH:11]=2)[CH2:33][CH2:32]3)[CH2:23][CH2:22]1)=[O:20])([CH3:17])([CH3:16])[CH3:15]. (2) Given the reactants [CH2:1]([N:5]1[C:13]2[C:8](=[N:9][C:10]([Cl:15])=[N:11][C:12]=2Cl)[N:7]=[C:6]1[N:16]1[CH2:21][CH2:20][N:19]([C:22]([O:24][C:25]([CH3:28])([CH3:27])[CH3:26])=[O:23])[CH2:18][CH2:17]1)[C:2]#[C:3][CH3:4].C([O-])(=[O:31])C.[Na+], predict the reaction product. The product is: [CH2:1]([N:5]1[C:13]2[C:12](=[O:31])[NH:11][C:10]([Cl:15])=[N:9][C:8]=2[N:7]=[C:6]1[N:16]1[CH2:21][CH2:20][N:19]([C:22]([O:24][C:25]([CH3:28])([CH3:27])[CH3:26])=[O:23])[CH2:18][CH2:17]1)[C:2]#[C:3][CH3:4].